From a dataset of Reaction yield outcomes from USPTO patents with 853,638 reactions. Predict the reaction yield, written as a fraction of the theoretical maximum amount of product (1.0 means a 100% yield; for example, 0.34 means a 34% yield). (1) The reactants are [Cl:1][C:2]1[CH:7]=[CH:6][C:5]([CH2:8][C:9]#[N:10])=[CH:4][C:3]=1[OH:11].C([O-])([O-])=O.[K+].[K+].[CH:18]1[CH:23]=[CH:22][C:21]([CH2:24]Br)=[CH:20][CH:19]=1. The catalyst is CC#N. The product is [CH2:24]([O:11][C:3]1[CH:4]=[C:5]([CH2:8][C:9]#[N:10])[CH:6]=[CH:7][C:2]=1[Cl:1])[C:21]1[CH:22]=[CH:23][CH:18]=[CH:19][CH:20]=1. The yield is 0.600. (2) The reactants are [NH2:1][C:2]1[CH:10]=[CH:9][CH:8]=[C:7]2[C:3]=1[C:4](=[O:20])[N:5]([CH:12]1[CH2:17][CH2:16][C:15](=[O:18])[NH:14][C:13]1=[O:19])[C:6]2=[O:11].[N+:21]([C:24]1[CH:32]=[CH:31][C:27]([C:28](Cl)=[O:29])=[CH:26][CH:25]=1)([O-:23])=[O:22].CO. The catalyst is C1COCC1. The product is [O:19]=[C:13]1[CH:12]([N:5]2[C:4](=[O:20])[C:3]3[C:7](=[CH:8][CH:9]=[CH:10][C:2]=3[NH:1][C:28](=[O:29])[C:27]3[CH:26]=[CH:25][C:24]([N+:21]([O-:23])=[O:22])=[CH:32][CH:31]=3)[C:6]2=[O:11])[CH2:17][CH2:16][C:15](=[O:18])[NH:14]1. The yield is 0.730.